This data is from Catalyst prediction with 721,799 reactions and 888 catalyst types from USPTO. The task is: Predict which catalyst facilitates the given reaction. (1) Reactant: C(=O)([O-])[O-].[K+].[K+].CN(C)C=O.Br[CH2:13][C:14]#[C:15][CH3:16].[Br:17][C:18]1[NH:19][C:20]([C:25]#[N:26])=[C:21]([C:23]#[N:24])[N:22]=1. The catalyst class is: 69. Product: [Br:17][C:18]1[N:19]([CH2:13][C:14]#[C:15][CH3:16])[C:20]([C:25]#[N:26])=[C:21]([C:23]#[N:24])[N:22]=1. (2) Reactant: [C:1](Cl)(=[O:8])[C:2]1[CH:7]=[CH:6][CH:5]=[CH:4][CH:3]=1.[OH:10][CH:11]1[CH2:16][CH2:15][C:14]([CH3:18])([CH3:17])[CH2:13][CH:12]1[C:19](=[O:24])[CH2:20][CH2:21][CH:22]=[CH2:23].CCN(CC)CC.CCOC(C)=O.C1CCCCC1. Product: [C:1]([O:10][C@@H:11]1[CH2:16][CH2:15][C:14]([CH3:17])([CH3:18])[CH2:13][C@@H:12]1[C:19](=[O:24])[CH2:20][CH2:21][CH:22]=[CH2:23])(=[O:8])[C:2]1[CH:7]=[CH:6][CH:5]=[CH:4][CH:3]=1. The catalyst class is: 79. (3) Reactant: [Cl:1][C:2]1[CH:7]=[CH:6][C:5]([C:8]2[S:36][C:11]3[C:12](=[O:35])[N:13]([C:16]4[CH:21]=[CH:20][C:19]([O:22][Si](C(C)C)(C(C)C)C(C)C)=[C:18]([O:33][CH3:34])[CH:17]=4)[CH2:14][CH2:15][C:10]=3[CH:9]=2)=[CH:4][CH:3]=1.[F-].C([N+](CCCC)(CCCC)CCCC)CCC.Cl. Product: [Cl:1][C:2]1[CH:3]=[CH:4][C:5]([C:8]2[S:36][C:11]3[C:12](=[O:35])[N:13]([C:16]4[CH:21]=[CH:20][C:19]([OH:22])=[C:18]([O:33][CH3:34])[CH:17]=4)[CH2:14][CH2:15][C:10]=3[CH:9]=2)=[CH:6][CH:7]=1. The catalyst class is: 1. (4) Reactant: [CH3:1][NH:2][C:3](=O)[CH2:4][NH:5][C:6]([C:8]1[CH:9]=[N:10][CH:11]=[CH:12][CH:13]=1)=[S:7].C(#N)C.P(Cl)(Cl)(Cl)=O. Product: [CH3:1][NH:2][C:3]1[S:7][C:6]([C:8]2[CH:9]=[N:10][CH:11]=[CH:12][CH:13]=2)=[N:5][CH:4]=1. The catalyst class is: 13. (5) Product: [C:1]([O:5][C:6]([N:8]1[CH2:13][CH2:12][N:11]([CH2:14][CH2:15][CH2:16][O:25][C:24]2[C:23]([C:26]([F:27])([F:28])[F:29])=[CH:22][C:21]([C:30]3[N:35]=[C:34]([C:36]#[N:37])[C:33]4[N:38]=[CH:39][N:40]([CH3:41])[C:32]=4[CH:31]=3)=[CH:20][C:19]=2[Cl:18])[CH2:10][CH2:9]1)=[O:7])([CH3:4])([CH3:3])[CH3:2]. Reactant: [C:1]([O:5][C:6]([N:8]1[CH2:13][CH2:12][N:11]([CH2:14][CH2:15][CH2:16]Br)[CH2:10][CH2:9]1)=[O:7])([CH3:4])([CH3:3])[CH3:2].[Cl:18][C:19]1[CH:20]=[C:21]([C:30]2[N:35]=[C:34]([C:36]#[N:37])[C:33]3[N:38]=[CH:39][N:40]([CH3:41])[C:32]=3[CH:31]=2)[CH:22]=[C:23]([C:26]([F:29])([F:28])[F:27])[C:24]=1[OH:25].C(=O)([O-])[O-].[K+].[K+].C(OCC)(=O)C. The catalyst class is: 47.